From a dataset of Reaction yield outcomes from USPTO patents with 853,638 reactions. Predict the reaction yield, written as a fraction of the theoretical maximum amount of product (1.0 means a 100% yield; for example, 0.34 means a 34% yield). (1) The reactants are [CH2:1]([O:3][C:4]([C:6]1[C:7]2[C:15]([CH3:16])=[N:14][NH:13][C:8]=2[N:9]=[C:10]([Cl:12])[CH:11]=1)=[O:5])[CH3:2].[O:17]1[CH:22]=[CH:21][CH2:20][CH2:19][CH2:18]1.O.C1(C)C=CC(S(O)(=O)=O)=CC=1.O. The catalyst is C1COCC1. The product is [CH2:1]([O:3][C:4]([C:6]1[C:7]2[C:15]([CH3:16])=[N:14][N:13]([CH:18]3[CH2:19][CH2:20][CH2:21][CH2:22][O:17]3)[C:8]=2[N:9]=[C:10]([Cl:12])[CH:11]=1)=[O:5])[CH3:2]. The yield is 0.980. (2) The reactants are CN(C(O[N:9]1N=N[C:11]2C=CC=C[C:10]1=2)=[N+](C)C)C.[B-](F)(F)(F)F.[Br:23][C:24]1[N:29]=[C:28]([C:30]([OH:32])=O)[CH:27]=[CH:26][CH:25]=1.C(N)C.CCN(C(C)C)C(C)C. The catalyst is CN(C=O)C.C1COCC1.C(OCC)(=O)C.O. The product is [CH2:10]([NH:9][C:30]([C:28]1[CH:27]=[CH:26][CH:25]=[C:24]([Br:23])[N:29]=1)=[O:32])[CH3:11]. The yield is 0.960. (3) The reactants are [C:1]([C:3]1[CH:8]=[CH:7][C:6]([Si:9]([CH3:12])([CH3:11])[CH3:10])=[CH:5][CH:4]=1)#[CH:2].C(N(CC)CC)C.[Br:20][C:21]1[CH:26]=[CH:25][CH:24]=[C:23](I)[CH:22]=1. The catalyst is O1CCCC1.Cl[Pd](Cl)([P](C1C=CC=CC=1)(C1C=CC=CC=1)C1C=CC=CC=1)[P](C1C=CC=CC=1)(C1C=CC=CC=1)C1C=CC=CC=1.[Cu]I. The product is [Br:20][C:21]1[CH:22]=[C:23]([C:2]#[C:1][C:3]2[CH:8]=[CH:7][C:6]([Si:9]([CH3:10])([CH3:12])[CH3:11])=[CH:5][CH:4]=2)[CH:24]=[CH:25][CH:26]=1. The yield is 0.820. (4) The reactants are O.Cl[C:3](Cl)(Cl)[CH2:4][CH:5](Cl)OCC.Cl.[F:13][C:14]([F:25])([F:24])[C:15]1[CH:23]=[CH:22][C:18]([C:19]([NH2:21])=[NH:20])=[CH:17][CH:16]=1.[F:26][C:27]([F:36])([F:35])[C:28]1[CH:29]=[C:30]([OH:34])[CH:31]=[CH:32][CH:33]=1.C(=O)([O-])[O-].[K+].[K+].ClC(Cl)=CC=O. The catalyst is C(COC)OC. The product is [F:26][C:27]([F:35])([F:36])[C:28]1[CH:29]=[C:30]([CH:31]=[CH:32][CH:33]=1)[O:34][C:3]1[CH:4]=[CH:5][N:21]=[C:19]([C:18]2[CH:22]=[CH:23][C:15]([C:14]([F:24])([F:25])[F:13])=[CH:16][CH:17]=2)[N:20]=1. The yield is 0.800. (5) The reactants are [CH3:1][O:2][C:3]1[CH:8]=[CH:7][C:6]([N+:9]([O-])=O)=[CH:5][C:4]=1[C:12]1[CH:13]=[C:14]([CH2:17][N:18]2[CH2:23][CH2:22][N:21]([CH3:24])[CH2:20][CH2:19]2)[O:15][CH:16]=1.[H][H]. The catalyst is CO.[Pd]. The product is [CH3:1][O:2][C:3]1[CH:8]=[CH:7][C:6]([NH2:9])=[CH:5][C:4]=1[C:12]1[CH:13]=[C:14]([CH2:17][N:18]2[CH2:19][CH2:20][N:21]([CH3:24])[CH2:22][CH2:23]2)[O:15][CH:16]=1. The yield is 1.00.